Dataset: Reaction yield outcomes from USPTO patents with 853,638 reactions. Task: Predict the reaction yield, written as a fraction of the theoretical maximum amount of product (1.0 means a 100% yield; for example, 0.34 means a 34% yield). (1) The reactants are Cl[C:2]1[N:7]=[N:6][C:5]([O:8][C@@H:9]2[CH:14]3[CH2:15][CH2:16][N:11]([CH2:12][CH2:13]3)[CH2:10]2)=[CH:4][CH:3]=1.CC1(C)C(C)(C)OB([C:25]2[CH:30]=[CH:29][C:28]([NH:31][C:32](=[O:34])[CH3:33])=[CH:27][CH:26]=2)O1.C(O)C.C(=O)([O-])[O-].[Na+].[Na+]. The catalyst is Cl[Pd](Cl)([P](C1C=CC=CC=1)(C1C=CC=CC=1)C1C=CC=CC=1)[P](C1C=CC=CC=1)(C1C=CC=CC=1)C1C=CC=CC=1.C1(P(C2CCCCC2)C2C=CC=CC=2C2C=CC=CC=2)CCCCC1.O1CCOCC1. The product is [N:11]12[CH2:16][CH2:15][CH:14]([CH2:13][CH2:12]1)[C@@H:9]([O:8][C:5]1[N:6]=[N:7][C:2]([C:25]3[CH:30]=[CH:29][C:28]([NH:31][C:32](=[O:34])[CH3:33])=[CH:27][CH:26]=3)=[CH:3][CH:4]=1)[CH2:10]2. The yield is 0.790. (2) The reactants are [CH2:1]([O:8][C:9]([NH:11][CH2:12][C:13]([OH:15])=O)=[O:10])[C:2]1[CH:7]=[CH:6][CH:5]=[CH:4][CH:3]=1.Cl.[NH2:17][C@@H:18]([C:22]([O:24][C:25]([CH3:28])([CH3:27])[CH3:26])=[O:23])[CH:19]([CH3:21])[CH3:20].CN1CCOCC1.CN(C(ON1N=NC2C=CC=CC1=2)=[N+](C)C)C.[B-](F)(F)(F)F. The catalyst is C(Cl)Cl. The product is [CH2:1]([O:8][C:9]([NH:11][CH2:12][C:13]([NH:17][C@@H:18]([C:22]([O:24][C:25]([CH3:27])([CH3:26])[CH3:28])=[O:23])[CH:19]([CH3:21])[CH3:20])=[O:15])=[O:10])[C:2]1[CH:3]=[CH:4][CH:5]=[CH:6][CH:7]=1. The yield is 0.940. (3) The reactants are Br[C:2]1[CH:7]=[CH:6][C:5]([C:8]2[N:12]([CH:13]3[CH2:18][CH2:17][CH2:16][CH2:15][O:14]3)[CH:11]=[N:10][N:9]=2)=[CH:4][CH:3]=1.[B:19]1([B:19]2[O:23][C:22]([CH3:25])([CH3:24])[C:21]([CH3:27])([CH3:26])[O:20]2)[O:23][C:22]([CH3:25])([CH3:24])[C:21]([CH3:27])([CH3:26])[O:20]1.C([O-])(=O)C.[K+]. The catalyst is CN(C)C=O.C1C=CC(P(C2C=CC=CC=2)[C-]2C=CC=C2)=CC=1.C1C=CC(P(C2C=CC=CC=2)[C-]2C=CC=C2)=CC=1.Cl[Pd]Cl.[Fe+2]. The product is [O:14]1[CH2:15][CH2:16][CH2:17][CH2:18][CH:13]1[N:12]1[CH:11]=[N:10][N:9]=[C:8]1[C:5]1[CH:6]=[CH:7][C:2]([B:19]2[O:23][C:22]([CH3:25])([CH3:24])[C:21]([CH3:27])([CH3:26])[O:20]2)=[CH:3][CH:4]=1. The yield is 0.710. (4) The yield is 0.400. The product is [Cl:1][C:2]1[N:6]([C:7]2[CH:12]=[CH:11][C:10]([C:13]3[CH:18]=[CH:17][CH:16]=[C:15]([O:19][CH3:20])[C:14]=3[OH:21])=[CH:9][CH:8]=2)[C:5]2[C:22](=[O:23])[N:30]([CH:31]([CH3:36])[C:32]([OH:34])=[O:33])[C:28](=[O:29])[NH:27][C:4]=2[CH:3]=1. The catalyst is C(O)C. The reactants are [Cl:1][C:2]1[N:6]([C:7]2[CH:12]=[CH:11][C:10]([C:13]3[CH:18]=[CH:17][CH:16]=[C:15]([O:19][CH3:20])[C:14]=3[OH:21])=[CH:9][CH:8]=2)[C:5]([C:22](OCC)=[O:23])=[C:4]([NH:27][C:28]([NH:30][CH:31]([CH3:36])[C:32]([O:34]C)=[O:33])=[O:29])[CH:3]=1.[Na]. (5) The reactants are [Cl:1][C:2]1[CH:3]=[CH:4][CH:5]=[C:6]([NH2:11])[C:7]=1[C:8]([OH:10])=[O:9].Cl[C:13](Cl)([O:15]C(=O)OC(Cl)(Cl)Cl)Cl.C(=O)([O-])O.[Na+]. The catalyst is O1CCCC1. The product is [Cl:1][C:2]1[C:7]2[C:8](=[O:10])[O:9][C:13](=[O:15])[NH:11][C:6]=2[CH:5]=[CH:4][CH:3]=1. The yield is 0.940.